This data is from Full USPTO retrosynthesis dataset with 1.9M reactions from patents (1976-2016). The task is: Predict the reactants needed to synthesize the given product. (1) The reactants are: [CH3:1][N:2]([CH3:17])[C:3]1[CH:4]=[C:5]2[C:10](=[CH:11][CH:12]=1)[C:9]([CH:13]([NH:15][CH3:16])[CH3:14])=[CH:8][CH:7]=[CH:6]2.[F:18][C:19]([F:36])([F:35])[C:20]1[CH:25]=[CH:24][C:23]([C:26]2[CH:31]=[CH:30][C:29]([C:32]([Cl:34])=[O:33])=[CH:28][CH:27]=2)=[CH:22][CH:21]=1. Given the product [ClH:34].[CH3:17][N:2]([CH3:1])[C:3]1[CH:4]=[C:5]2[C:10](=[CH:11][CH:12]=1)[C:9]([CH:13]([N:15]([CH3:16])[C:32]([C:29]1[CH:30]=[CH:31][C:26]([C:23]3[CH:24]=[CH:25][C:20]([C:19]([F:36])([F:35])[F:18])=[CH:21][CH:22]=3)=[CH:27][CH:28]=1)=[O:33])[CH3:14])=[CH:8][CH:7]=[CH:6]2, predict the reactants needed to synthesize it. (2) Given the product [CH2:16]([C:18]1[CH:23]=[CH:22][CH:21]=[CH:20][C:19]=1[C:2]1[CH:11]=[CH:10][C:5]([C:6]([O:8][CH3:9])=[O:7])=[CH:4][C:3]=1[CH2:12][O:13][CH3:14])[CH3:17], predict the reactants needed to synthesize it. The reactants are: Br[C:2]1[CH:11]=[CH:10][C:5]([C:6]([O:8][CH3:9])=[O:7])=[CH:4][C:3]=1[CH2:12][O:13][CH3:14].O.[CH2:16]([C:18]1[CH:23]=[CH:22][CH:21]=[CH:20][C:19]=1B(O)O)[CH3:17].C(=O)([O-])[O-].[K+].[K+]. (3) Given the product [C:27]([O:1][CH:2]([CH2:6][O:7][C:8]([C:21]1[CH:26]=[CH:25][CH:24]=[CH:23][CH:22]=1)([C:9]1[CH:14]=[CH:13][CH:12]=[CH:11][CH:10]=1)[C:15]1[CH:16]=[CH:17][CH:18]=[CH:19][CH:20]=1)[CH2:3][C:4]#[N:5])(=[O:29])[CH3:28], predict the reactants needed to synthesize it. The reactants are: [OH:1][CH:2]([CH2:6][O:7][C:8]([C:21]1[CH:26]=[CH:25][CH:24]=[CH:23][CH:22]=1)([C:15]1[CH:20]=[CH:19][CH:18]=[CH:17][CH:16]=1)[C:9]1[CH:14]=[CH:13][CH:12]=[CH:11][CH:10]=1)[CH2:3][C:4]#[N:5].[C:27](OC(=O)C)(=[O:29])[CH3:28].N1C=CC=CC=1.Cl.